The task is: Regression. Given a peptide amino acid sequence and an MHC pseudo amino acid sequence, predict their binding affinity value. This is MHC class I binding data.. This data is from Peptide-MHC class I binding affinity with 185,985 pairs from IEDB/IMGT. (1) The MHC is HLA-B08:01 with pseudo-sequence HLA-B08:01. The peptide sequence is TYLYNKYSF. The binding affinity (normalized) is 0.0847. (2) The peptide sequence is LMHNQDGLI. The MHC is HLA-A02:01 with pseudo-sequence HLA-A02:01. The binding affinity (normalized) is 0.312.